From a dataset of Reaction yield outcomes from USPTO patents with 853,638 reactions. Predict the reaction yield, written as a fraction of the theoretical maximum amount of product (1.0 means a 100% yield; for example, 0.34 means a 34% yield). The reactants are [CH3:1][C:2](C)([O-])C.[K+].[Cl:7][C:8]1[C:16]2[N:15]=[C:14]3[N:17]([C:21]4[CH:26]=[CH:25][C:24]([Cl:27])=[CH:23][C:22]=4[Cl:28])[CH2:18][CH2:19][CH2:20][N:13]3[C:12]=2[C:11]([CH2:29][C:30]#[N:31])=[CH:10][CH:9]=1.C(I)C. The catalyst is O1CCCC1.[Cl-].[NH4+]. The product is [Cl:7][C:8]1[C:16]2[N:15]=[C:14]3[N:17]([C:21]4[CH:26]=[CH:25][C:24]([Cl:27])=[CH:23][C:22]=4[Cl:28])[CH2:18][CH2:19][CH2:20][N:13]3[C:12]=2[C:11]([CH:29]([CH2:1][CH3:2])[C:30]#[N:31])=[CH:10][CH:9]=1. The yield is 0.380.